Dataset: Reaction yield outcomes from USPTO patents with 853,638 reactions. Task: Predict the reaction yield, written as a fraction of the theoretical maximum amount of product (1.0 means a 100% yield; for example, 0.34 means a 34% yield). (1) The product is [C:34]([C:30]1[CH:29]=[C:28]([C:26]([N:23]2[CH2:22][CH2:21][N:20]([CH3:19])[CH2:25][CH2:24]2)=[O:27])[CH:33]=[CH:32][CH:31]=1)#[CH:35]. The yield is 0.780. The reactants are CCCC[N+](CCCC)(CCCC)CCCC.[F-].[CH3:19][N:20]1[CH2:25][CH2:24][N:23]([C:26]([C:28]2[CH:33]=[CH:32][CH:31]=[C:30]([C:34]#[C:35][Si](C)(C)C)[CH:29]=2)=[O:27])[CH2:22][CH2:21]1. The catalyst is C1COCC1. (2) The reactants are [N:1]1C=CC=C(C(N)C)C=1.[CH3:10][N:11]1[C:19]2[C:14](=[C:15]([C:20](=O)[CH3:21])[CH:16]=[CH:17][CH:18]=2)[CH:13]=[CH:12]1.N.CO.C([BH3-])#N.[Na+]. The product is [CH3:10][N:11]1[C:19]2[C:14](=[C:15]([CH:20]([NH2:1])[CH3:21])[CH:16]=[CH:17][CH:18]=2)[CH:13]=[CH:12]1. The yield is 0.480. The catalyst is C(O)(=O)C.